From a dataset of Full USPTO retrosynthesis dataset with 1.9M reactions from patents (1976-2016). Predict the reactants needed to synthesize the given product. (1) Given the product [C:20]([NH:19][C:15]1[CH:14]=[C:13]([C:12]2[C:8]([C:4]3[CH:3]=[C:2]([NH:1][C:42]([NH:41][C:38]4[CH:37]=[CH:36][C:35]([C:34]([F:33])([F:44])[F:45])=[CH:40][CH:39]=4)=[O:43])[CH:7]=[CH:6][CH:5]=3)=[N:9][N:10]([CH2:24][C:25]3[CH:26]=[CH:27][C:28]([O:31][CH3:32])=[CH:29][CH:30]=3)[CH:11]=2)[CH:18]=[CH:17][N:16]=1)([CH3:23])([CH3:22])[CH3:21], predict the reactants needed to synthesize it. The reactants are: [NH2:1][C:2]1[CH:3]=[C:4]([C:8]2[C:12]([C:13]3[CH:18]=[CH:17][N:16]=[C:15]([NH:19][C:20]([CH3:23])([CH3:22])[CH3:21])[CH:14]=3)=[CH:11][N:10]([CH2:24][C:25]3[CH:30]=[CH:29][C:28]([O:31][CH3:32])=[CH:27][CH:26]=3)[N:9]=2)[CH:5]=[CH:6][CH:7]=1.[F:33][C:34]([F:45])([F:44])[C:35]1[CH:40]=[CH:39][C:38]([N:41]=[C:42]=[O:43])=[CH:37][CH:36]=1.O. (2) Given the product [F:8][C:9]1[CH:41]=[CH:40][CH:39]=[CH:38][C:10]=1[O:11][C:12]1[N:17]=[CH:16][C:15]2[N:18]=[C:19]([C:21]3[CH:22]=[C:23]([CH3:37])[C:24]([O:25][CH2:26][C:27]([OH:29])=[O:28])=[C:34]([CH3:36])[CH:35]=3)[O:20][C:14]=2[CH:13]=1, predict the reactants needed to synthesize it. The reactants are: FC(F)(F)C(O)=O.[F:8][C:9]1[CH:41]=[CH:40][CH:39]=[CH:38][C:10]=1[O:11][C:12]1[N:17]=[CH:16][C:15]2[N:18]=[C:19]([C:21]3[CH:35]=[C:34]([CH3:36])[C:24]([O:25][CH2:26][C:27]([O:29]C(C)(C)C)=[O:28])=[C:23]([CH3:37])[CH:22]=3)[O:20][C:14]=2[CH:13]=1. (3) Given the product [CH3:24][N:21]1[C:17]2[N:18]=[CH:19][N:20]=[C:15]([N:1]3[C:5]4=[N:6][CH:7]=[CH:8][CH:9]=[C:4]4[C:3]([C:10]([O:12][CH3:13])=[O:11])=[CH:2]3)[C:16]=2[CH:23]=[CH:22]1, predict the reactants needed to synthesize it. The reactants are: [NH:1]1[C:5]2=[N:6][CH:7]=[CH:8][CH:9]=[C:4]2[C:3]([C:10]([O:12][CH3:13])=[O:11])=[CH:2]1.Cl[C:15]1[C:16]2[CH:23]=[CH:22][N:21]([CH3:24])[C:17]=2[N:18]=[CH:19][N:20]=1.C(=O)([O-])[O-].[K+].[K+].O. (4) Given the product [CH2:25]([CH:29]1[CH2:34][CH2:33][N:32]([CH2:2][CH2:3][CH2:4][N:5]2[C:10]3[CH:11]=[CH:12][CH:13]=[C:14]([F:15])[C:9]=3[O:8][CH2:7][C:6]2=[O:16])[CH2:31][CH2:30]1)[CH2:26][CH2:27][CH3:28], predict the reactants needed to synthesize it. The reactants are: Cl[CH2:2][CH2:3][CH2:4][N:5]1[C:10]2[CH:11]=[CH:12][CH:13]=[C:14]([F:15])[C:9]=2[O:8][CH2:7][C:6]1=[O:16].C([O-])([O-])=O.[K+].[K+].[Na+].[I-].[CH2:25]([CH:29]1[CH2:34][CH2:33][NH:32][CH2:31][CH2:30]1)[CH2:26][CH2:27][CH3:28]. (5) Given the product [CH3:27][N:2]([CH3:1])[C:3]([C:5]1[C:15]([CH2:16][CH2:17][CH:18]([OH:25])[C:19]2[CH:24]=[CH:23][CH:22]=[CH:21][CH:20]=2)=[C:14]([OH:26])[C:8]2[N:9]=[C:10]([CH3:13])[N:11]([CH3:12])[C:7]=2[CH:6]=1)=[O:4], predict the reactants needed to synthesize it. The reactants are: [CH3:1][N:2]([CH3:27])[C:3]([C:5]1[C:15]([CH2:16][CH2:17][C:18](=[O:25])[C:19]2[CH:24]=[CH:23][CH:22]=[CH:21][CH:20]=2)=[C:14]([OH:26])[C:8]2[N:9]=[C:10]([CH3:13])[N:11]([CH3:12])[C:7]=2[CH:6]=1)=[O:4].[BH4-].[Na+].[Cl-].[NH4+].